Dataset: NCI-60 drug combinations with 297,098 pairs across 59 cell lines. Task: Regression. Given two drug SMILES strings and cell line genomic features, predict the synergy score measuring deviation from expected non-interaction effect. (1) Drug 1: CCCCC(=O)OCC(=O)C1(CC(C2=C(C1)C(=C3C(=C2O)C(=O)C4=C(C3=O)C=CC=C4OC)O)OC5CC(C(C(O5)C)O)NC(=O)C(F)(F)F)O. Drug 2: C1=NC2=C(N1)C(=S)N=CN2. Cell line: M14. Synergy scores: CSS=49.8, Synergy_ZIP=-5.72, Synergy_Bliss=-3.66, Synergy_Loewe=-1.73, Synergy_HSA=0.527. (2) Drug 1: C1=NC2=C(N1)C(=S)N=C(N2)N. Drug 2: CC1=C2C(C(=O)C3(C(CC4C(C3C(C(C2(C)C)(CC1OC(=O)C(C(C5=CC=CC=C5)NC(=O)OC(C)(C)C)O)O)OC(=O)C6=CC=CC=C6)(CO4)OC(=O)C)O)C)O. Cell line: SF-295. Synergy scores: CSS=44.6, Synergy_ZIP=-6.15, Synergy_Bliss=-5.77, Synergy_Loewe=-2.18, Synergy_HSA=0.282. (3) Drug 1: CCCCCOC(=O)NC1=NC(=O)N(C=C1F)C2C(C(C(O2)C)O)O. Drug 2: CC12CCC3C(C1CCC2O)C(CC4=C3C=CC(=C4)O)CCCCCCCCCS(=O)CCCC(C(F)(F)F)(F)F. Cell line: SN12C. Synergy scores: CSS=-5.99, Synergy_ZIP=5.28, Synergy_Bliss=0.107, Synergy_Loewe=-8.62, Synergy_HSA=-9.33.